This data is from TCR-epitope binding with 47,182 pairs between 192 epitopes and 23,139 TCRs. The task is: Binary Classification. Given a T-cell receptor sequence (or CDR3 region) and an epitope sequence, predict whether binding occurs between them. (1) The epitope is SLVKPSFYV. Result: 1 (the TCR binds to the epitope). The TCR CDR3 sequence is CSAVYNEQFF. (2) The epitope is LLWNGPMAV. The TCR CDR3 sequence is CASSTGTAAYEQYF. Result: 1 (the TCR binds to the epitope). (3) The epitope is NLSALGIFST. The TCR CDR3 sequence is CSARLPRLAGNEQFF. Result: 0 (the TCR does not bind to the epitope). (4) The epitope is FRYMNSQGL. The TCR CDR3 sequence is CASSEVGNEQFF. Result: 0 (the TCR does not bind to the epitope). (5) The epitope is KRWIILGLNK. The TCR CDR3 sequence is CASSHGDYEQYF. Result: 1 (the TCR binds to the epitope). (6) The epitope is KLPDDFTGCV. The TCR CDR3 sequence is CASSLVETQYF. Result: 0 (the TCR does not bind to the epitope).